This data is from Peptide-MHC class I binding affinity with 185,985 pairs from IEDB/IMGT. The task is: Regression. Given a peptide amino acid sequence and an MHC pseudo amino acid sequence, predict their binding affinity value. This is MHC class I binding data. (1) The peptide sequence is PMVIENGILK. The MHC is HLA-A33:01 with pseudo-sequence HLA-A33:01. The binding affinity (normalized) is 0. (2) The peptide sequence is SLAIDAYPL. The MHC is HLA-A01:01 with pseudo-sequence HLA-A01:01. The binding affinity (normalized) is 0.0847. (3) The peptide sequence is MSLMTGEQF. The MHC is HLA-B58:01 with pseudo-sequence HLA-B58:01. The binding affinity (normalized) is 0.738. (4) The peptide sequence is IYCGFKFAW. The MHC is HLA-A24:02 with pseudo-sequence HLA-A24:02. The binding affinity (normalized) is 0.490.